Predict the reactants needed to synthesize the given product. From a dataset of Full USPTO retrosynthesis dataset with 1.9M reactions from patents (1976-2016). (1) Given the product [CH3:1][C:2]1([CH3:20])[CH:4]([CH2:5][N:6]2[C:14](=[O:15])[C:13]3[C:8](=[CH:9][CH:10]=[CH:11][CH:12]=3)[C:7]2=[O:16])[CH:3]1[C:17]([O:19][CH3:25])=[O:18], predict the reactants needed to synthesize it. The reactants are: [CH3:1][C:2]1([CH3:20])[CH:4]([CH2:5][N:6]2[C:14](=[O:15])[C:13]3[C:8](=[CH:9][CH:10]=[CH:11][CH:12]=3)[C:7]2=[O:16])[CH:3]1[C:17]([OH:19])=[O:18].S(Cl)(Cl)=O.[CH3:25]O. (2) Given the product [CH2:1]([C:4]1[CH:13]=[C:12]([F:14])[CH:11]=[CH:10][C:5]=1[CH2:6][OH:7])[CH:2]=[CH2:3], predict the reactants needed to synthesize it. The reactants are: [CH2:1]([C:4]1[CH:13]=[C:12]([F:14])[CH:11]=[CH:10][C:5]=1[C:6](OC)=[O:7])[CH:2]=[CH2:3].[H-].[H-].[H-].[H-].[Li+].[Al+3]. (3) Given the product [CH3:14][N:13]1[C:9]([C:3](=[N:2][O:1][CH2:16][C:17]2[N:22]=[C:21]([N:23]3[C:24](=[O:33])[C:25]4[C:30](=[CH:29][CH:28]=[CH:27][CH:26]=4)[C:31]3=[O:32])[CH:20]=[CH:19][CH:18]=2)[C:4]2[CH:8]=[CH:7][S:6][CH:5]=2)=[CH:10][N:11]=[CH:12]1, predict the reactants needed to synthesize it. The reactants are: [OH:1][N:2]=[C:3]([C:9]1[N:13]([CH3:14])[CH:12]=[N:11][CH:10]=1)[C:4]1[CH:8]=[CH:7][S:6][CH:5]=1.Br[CH2:16][C:17]1[N:22]=[C:21]([N:23]2[C:31](=[O:32])[C:30]3[C:25](=[CH:26][CH:27]=[CH:28][CH:29]=3)[C:24]2=[O:33])[CH:20]=[CH:19][CH:18]=1.C(=O)([O-])[O-].[Cs+].[Cs+].[I-].[K+]. (4) Given the product [C:10]([O:13][C@@H:14]1[O:31][C@H:30]([CH2:32][N:6]=[N+:7]=[N-:8])[C@@H:25]([O:26][C:27](=[O:29])[CH3:28])[C@H:20]([O:21][C:22](=[O:24])[CH3:23])[C@H:15]1[O:16][C:17](=[O:19])[CH3:18])(=[O:12])[CH3:11], predict the reactants needed to synthesize it. The reactants are: CN(C)C=O.[N-:6]=[N+:7]=[N-:8].[Na+].[C:10]([O:13][C@@H:14]1[O:31][C@H:30]([CH2:32]S(C)(=O)=O)[C@@H:25]([O:26][C:27](=[O:29])[CH3:28])[C@H:20]([O:21][C:22](=[O:24])[CH3:23])[C@H:15]1[O:16][C:17](=[O:19])[CH3:18])(=[O:12])[CH3:11]. (5) Given the product [Si:23]([O:11][CH2:10][C:6]1[CH:5]=[C:4]2[C:9](=[CH:8][CH:7]=1)[NH:1][CH:2]=[CH:3]2)([C:20]([CH3:22])([CH3:21])[CH3:19])([CH3:25])[CH3:24], predict the reactants needed to synthesize it. The reactants are: [NH:1]1[C:9]2[C:4](=[CH:5][C:6]([CH2:10][OH:11])=[CH:7][CH:8]=2)[CH:3]=[CH:2]1.C(N(CC)CC)C.[CH3:19][C:20]([Si:23](Cl)([CH3:25])[CH3:24])([CH3:22])[CH3:21]. (6) The reactants are: [F:1][C:2]1[CH:3]=[C:4]([NH:22]C(=O)C)[CH:5]=[CH:6][C:7]=1[S:8](=[O:21])(=[O:20])[NH:9][C:10]1[CH:11]=[CH:12][C:13]2[CH2:17][O:16][B:15]([OH:18])[C:14]=2[CH:19]=1.[OH-].[Na+]. Given the product [NH2:22][C:4]1[CH:5]=[CH:6][C:7]([S:8]([NH:9][C:10]2[CH:11]=[CH:12][C:13]3[CH2:17][O:16][B:15]([OH:18])[C:14]=3[CH:19]=2)(=[O:20])=[O:21])=[C:2]([F:1])[CH:3]=1, predict the reactants needed to synthesize it. (7) The reactants are: Cl[CH2:2][CH2:3][CH2:4][CH2:5][O:6][C:7]1[CH:16]=[C:15]2[C:10]([CH:11]=[CH:12][C:13](=[O:17])[NH:14]2)=[CH:9][CH:8]=1.Cl.[S:19]1[CH:23]=[CH:22][C:21]2[C:24]([N:28]3[CH2:33][CH2:32][NH:31][CH2:30][CH2:29]3)=[CH:25][CH:26]=[CH:27][C:20]1=2.C(=O)([O-])[O-].[K+].[K+].[I-].[Na+]. Given the product [S:19]1[CH:23]=[CH:22][C:21]2[C:24]([N:28]3[CH2:33][CH2:32][N:31]([CH2:2][CH2:3][CH2:4][CH2:5][O:6][C:7]4[CH:16]=[C:15]5[C:10]([CH:11]=[CH:12][C:13](=[O:17])[NH:14]5)=[CH:9][CH:8]=4)[CH2:30][CH2:29]3)=[CH:25][CH:26]=[CH:27][C:20]1=2, predict the reactants needed to synthesize it. (8) Given the product [Cl:1][C:2]1[CH:11]=[C:10]([N:30]([CH3:31])[CH3:28])[CH:9]=[C:8]2[C:3]=1[C:4](=[O:21])[C:5]([CH3:20])([C:14]1[CH:19]=[CH:18][CH:17]=[CH:16][CH:15]=1)[C:6](=[O:13])[NH:7]2, predict the reactants needed to synthesize it. The reactants are: [Cl:1][C:2]1[CH:11]=[C:10](Cl)[CH:9]=[C:8]2[C:3]=1[C:4](=[O:21])[C:5]([CH3:20])([C:14]1[CH:19]=[CH:18][CH:17]=[CH:16][CH:15]=1)[C:6](=[O:13])[NH:7]2.C([O-])([O-])=O.[K+].[K+].[CH2:28]([N:30](CC)[CH2:31]C)C.Cl.CNC. (9) Given the product [Cl:1][C:2]1[CH:7]=[CH:6][C:5]([C@H:8]2[CH2:13][C@H:12]([C:14](=[O:16])[CH2:38][C:37]([O:36][CH2:34][CH3:35])=[O:42])[CH2:11][CH2:10][N:9]2[C:17]([O:19][CH3:20])=[O:18])=[C:4]([F:21])[CH:3]=1.[Cl:1][C:2]1[CH:7]=[CH:6][C:5]([C@H:8]2[CH2:13][C@@H:12]([C:39](=[O:41])[CH2:38][C:37]([O:36][CH2:34][CH3:35])=[O:42])[CH2:11][CH2:10][N:9]2[C:17]([O:19][CH3:20])=[O:18])=[C:4]([F:21])[CH:3]=1, predict the reactants needed to synthesize it. The reactants are: [Cl:1][C:2]1[CH:7]=[CH:6][C:5]([CH:8]2[CH2:13][CH:12]([C:14]([OH:16])=O)[CH2:11][CH2:10][N:9]2[C:17]([O:19][CH3:20])=[O:18])=[C:4]([F:21])[CH:3]=1.N1(C(N2C=CN=C2)=O)C=CN=C1.[CH2:34]([O:36][C:37](=[O:42])[CH2:38][C:39]([O-:41])=O)[CH3:35].[K+].[Cl-].[Mg+2].[Cl-].Cl.